From a dataset of Forward reaction prediction with 1.9M reactions from USPTO patents (1976-2016). Predict the product of the given reaction. Given the reactants C([O:3][C:4]([C:6]12[CH2:24][CH:23]1[CH:22]=[CH:21][CH2:20][CH2:19][CH2:18][CH2:17][CH2:16][N:15]([CH2:25][C:26]1[CH:31]=[CH:30][C:29]([O:32][CH3:33])=[CH:28][CH:27]=1)[C:14](=[O:34])[N:13]1[CH:9]([CH2:10][CH:11]([O:35][Si:36]([C:39]([CH3:42])([CH3:41])[CH3:40])([CH3:38])[CH3:37])[CH2:12]1)[C:8](=[O:43])[NH:7]2)=[O:5])C.[Li+].[OH-], predict the reaction product. The product is: [C:39]([Si:36]([CH3:38])([CH3:37])[O:35][CH:11]1[CH2:10][CH:9]2[N:13]([C:14](=[O:34])[N:15]([CH2:25][C:26]3[CH:31]=[CH:30][C:29]([O:32][CH3:33])=[CH:28][CH:27]=3)[CH2:16][CH2:17][CH2:18][CH2:19][CH2:20][CH:21]=[CH:22][CH:23]3[C:6]([C:4]([OH:5])=[O:3])([NH:7][C:8]2=[O:43])[CH2:24]3)[CH2:12]1)([CH3:42])([CH3:41])[CH3:40].